Dataset: Peptide-MHC class II binding affinity with 134,281 pairs from IEDB. Task: Regression. Given a peptide amino acid sequence and an MHC pseudo amino acid sequence, predict their binding affinity value. This is MHC class II binding data. (1) The peptide sequence is EVYEARLTKFKYLAG. The MHC is DRB3_0202 with pseudo-sequence DRB3_0202. The binding affinity (normalized) is 0.130. (2) The peptide sequence is WMTTEDMLEVWNRVW. The MHC is DRB1_0801 with pseudo-sequence DRB1_0801. The binding affinity (normalized) is 0.224. (3) The binding affinity (normalized) is 0.386. The MHC is DRB3_0101 with pseudo-sequence DRB3_0101. The peptide sequence is DVLREPHLYTFSFRN. (4) The peptide sequence is FDKFLANVSTVLTGK. The MHC is DRB1_1302 with pseudo-sequence DRB1_1302. The binding affinity (normalized) is 0.860. (5) The peptide sequence is LHGGHVSCRVKLSAL. The MHC is HLA-DQA10201-DQB10402 with pseudo-sequence HLA-DQA10201-DQB10402. The binding affinity (normalized) is 0.756. (6) The peptide sequence is VKYPNLDDLEKLTLE. The MHC is DRB1_0101 with pseudo-sequence DRB1_0101. The binding affinity (normalized) is 0.0440. (7) The peptide sequence is SGSAASMVNGVIKIL. The MHC is DRB3_0301 with pseudo-sequence DRB3_0301. The binding affinity (normalized) is 0.936. (8) The binding affinity (normalized) is 0.567. The peptide sequence is FSTGLIIQGLKLMNS. The MHC is DRB1_1201 with pseudo-sequence DRB1_1201. (9) The binding affinity (normalized) is 0.925. The peptide sequence is GQFRVIGPRHPIRAL. The MHC is DRB5_0101 with pseudo-sequence DRB5_0101. (10) The peptide sequence is ISIVQMAPVSAMVRM. The MHC is DRB1_1101 with pseudo-sequence DRB1_1101. The binding affinity (normalized) is 0.368.